Dataset: Forward reaction prediction with 1.9M reactions from USPTO patents (1976-2016). Task: Predict the product of the given reaction. (1) The product is: [CH3:1][O:2][C:3]1[CH:9]=[C:8]2[C:6](=[CH:5][C:4]=1[CH3:10])[N:7]=[CH:20][CH:19]=[CH:24]2. Given the reactants [CH3:1][O:2][C:3]1[CH:9]=[CH:8][C:6]([NH2:7])=[CH:5][C:4]=1[CH3:10].OS(O)(=O)=O.[N+]([C:19]1[CH:20]=C(S(O)(=O)=O)C=C[CH:24]=1)([O-])=O, predict the reaction product. (2) Given the reactants C([O:3][C:4](=[O:28])[CH2:5][C:6]1[CH:11]=[CH:10][CH:9]=[C:8]([N:12]2[C:21]3[CH:20]=[CH:19][CH:18]=[C:17]([Cl:22])[C:16]=3[C:15]3=[N:23][O:24][C:25]([CH3:26])=[C:14]3[C:13]2=[O:27])[N:7]=1)C.CO.[OH-].[Na+].Cl, predict the reaction product. The product is: [Cl:22][C:17]1[C:16]2[C:15]3[C:14](=[C:25]([CH3:26])[O:24][N:23]=3)[C:13](=[O:27])[N:12]([C:8]3[N:7]=[C:6]([CH2:5][C:4]([OH:28])=[O:3])[CH:11]=[CH:10][CH:9]=3)[C:21]=2[CH:20]=[CH:19][CH:18]=1.